Dataset: Forward reaction prediction with 1.9M reactions from USPTO patents (1976-2016). Task: Predict the product of the given reaction. Given the reactants [C:1]([O:5][C:6](=[O:9])[CH:7]=[CH2:8])([CH3:4])([CH3:3])[CH3:2].[F:10][C:11]([F:18])([F:17])[C:12](=[CH2:16])[C:13]([OH:15])=[O:14].[C:19]([O:24][CH2:25][C:26]([F:34])([F:33])[CH:27]([F:32])[C:28]([F:31])([F:30])[F:29])(=[O:23])[C:20]([CH3:22])=[CH2:21].CC(N=NC(C#N)(C)C)(C#N)C, predict the reaction product. The product is: [C:1]([O:5][C:6](=[O:9])[CH:7]=[CH2:8])([CH3:4])([CH3:3])[CH3:2].[F:10][C:11]([F:18])([F:17])[C:12](=[CH2:16])[C:13]([OH:15])=[O:14].[C:19]([O:24][CH2:25][C:26]([F:33])([F:34])[CH:27]([F:32])[C:28]([F:30])([F:31])[F:29])(=[O:23])[C:20]([CH3:22])=[CH2:21].